From a dataset of Forward reaction prediction with 1.9M reactions from USPTO patents (1976-2016). Predict the product of the given reaction. Given the reactants [CH2:1]([O:3][C:4]([C:6]1[O:14][C:13]2[C:12]([Br:15])=[CH:11][N:10]=[CH:9][C:8]=2[C:7]=1OS(C(F)(F)F)(=O)=O)=[O:5])[CH3:2].[O-]P([O-])([O-])=O.[K+].[K+].[K+].[F:32][C:33]1[CH:38]=[C:37]([Si:39]([CH3:42])([CH3:41])[CH3:40])[CH:36]=[CH:35][C:34]=1[NH2:43], predict the reaction product. The product is: [CH2:1]([O:3][C:4]([C:6]1[O:14][C:13]2[C:12]([Br:15])=[CH:11][N:10]=[CH:9][C:8]=2[C:7]=1[NH:43][C:34]1[CH:35]=[CH:36][C:37]([Si:39]([CH3:41])([CH3:40])[CH3:42])=[CH:38][C:33]=1[F:32])=[O:5])[CH3:2].